Dataset: NCI-60 drug combinations with 297,098 pairs across 59 cell lines. Task: Regression. Given two drug SMILES strings and cell line genomic features, predict the synergy score measuring deviation from expected non-interaction effect. (1) Drug 1: C1CN1P(=S)(N2CC2)N3CC3. Drug 2: C#CCC(CC1=CN=C2C(=N1)C(=NC(=N2)N)N)C3=CC=C(C=C3)C(=O)NC(CCC(=O)O)C(=O)O. Cell line: KM12. Synergy scores: CSS=45.7, Synergy_ZIP=-1.92, Synergy_Bliss=-2.89, Synergy_Loewe=-6.77, Synergy_HSA=-1.09. (2) Drug 1: CN(C)N=NC1=C(NC=N1)C(=O)N. Drug 2: CC1=C(C(CCC1)(C)C)C=CC(=CC=CC(=CC(=O)O)C)C. Cell line: OVCAR-5. Synergy scores: CSS=-7.14, Synergy_ZIP=0.436, Synergy_Bliss=-5.63, Synergy_Loewe=-7.10, Synergy_HSA=-7.51.